Dataset: Reaction yield outcomes from USPTO patents with 853,638 reactions. Task: Predict the reaction yield, written as a fraction of the theoretical maximum amount of product (1.0 means a 100% yield; for example, 0.34 means a 34% yield). The reactants are Br[C:2]1[CH:7]=[CH:6][C:5]([N+:8]([O-:10])=[O:9])=[CH:4][C:3]=1[CH3:11].C([Sn](CCCC)(CCCC)[C:17]1[O:18][C:19]([Sn](CCCC)(CCCC)CCCC)=[CH:20][CH:21]=1)CCC. The catalyst is O1CCOCC1. The product is [CH3:11][C:3]1[CH:4]=[C:5]([N+:8]([O-:10])=[O:9])[CH:6]=[CH:7][C:2]=1[C:19]1[O:18][C:17]([C:2]2[CH:7]=[CH:6][C:5]([N+:8]([O-:10])=[O:9])=[CH:4][C:3]=2[CH3:11])=[CH:21][CH:20]=1. The yield is 0.850.